Predict the product of the given reaction. From a dataset of Forward reaction prediction with 1.9M reactions from USPTO patents (1976-2016). (1) Given the reactants [CH3:1][C:2]1[C:7]([CH3:8])=[CH:6][CH:5]=[CH:4][C:3]=1B(O)O.Cl[C:13]1[N:18]=[C:17]([NH2:19])[N:16]=[C:15]([NH:20][C@H:21]([CH:23]2[CH2:25][CH2:24]2)[CH3:22])[CH:14]=1, predict the reaction product. The product is: [CH:23]1([C@@H:21]([NH:20][C:15]2[CH:14]=[C:13]([C:3]3[CH:4]=[CH:5][CH:6]=[C:7]([CH3:8])[C:2]=3[CH3:1])[N:18]=[C:17]([NH2:19])[N:16]=2)[CH3:22])[CH2:25][CH2:24]1. (2) The product is: [CH2:1]([O:17][CH2:18][CH:19]([NH2:38])[CH2:20][O:21][CH2:22][CH2:23][CH2:24][CH2:25][CH2:26][CH2:27][CH2:28][CH2:29][CH2:30][CH2:31][CH2:32][CH2:33][CH2:34][CH2:35][CH2:36][CH3:37])[CH2:2][CH2:3][CH2:4][CH2:5][CH2:6][CH2:7][CH2:8][CH2:9][CH2:10][CH2:11][CH2:12][CH2:13][CH2:14][CH2:15][CH3:16]. Given the reactants [CH2:1]([O:17][CH2:18][CH:19]([NH:38]C(=O)OC(C)(C)C)[CH2:20][O:21][CH2:22][CH2:23][CH2:24][CH2:25][CH2:26][CH2:27][CH2:28][CH2:29][CH2:30][CH2:31][CH2:32][CH2:33][CH2:34][CH2:35][CH2:36][CH3:37])[CH2:2][CH2:3][CH2:4][CH2:5][CH2:6][CH2:7][CH2:8][CH2:9][CH2:10][CH2:11][CH2:12][CH2:13][CH2:14][CH2:15][CH3:16].FC(F)(F)C(O)=O, predict the reaction product. (3) Given the reactants [NH:1]1[C:9]2[C:4](=[CH:5][CH:6]=[CH:7][CH:8]=2)[C:3]([C:10]2[NH:14][C:13]3[CH:15]=[CH:16][C:17]([C:19]([C:21]4[CH:26]=[CH:25][CH:24]=[CH:23][CH:22]=4)=[O:20])=[CH:18][C:12]=3[N:11]=2)=[N:2]1.[H-].C([Al+]CC(C)C)C(C)C, predict the reaction product. The product is: [NH:1]1[C:9]2[C:4](=[CH:5][CH:6]=[CH:7][CH:8]=2)[C:3]([C:10]2[NH:14][C:13]3[CH:15]=[CH:16][C:17]([CH:19]([C:21]4[CH:22]=[CH:23][CH:24]=[CH:25][CH:26]=4)[OH:20])=[CH:18][C:12]=3[N:11]=2)=[N:2]1. (4) Given the reactants [CH2:1]([O:8][CH2:9][CH2:10][CH2:11][O:12][C:13]1[CH:18]=[CH:17][C:16]([CH:19]2[CH:24]([CH2:25][OH:26])[CH2:23][N:22]([C:27]([O:29][C:30]([CH3:33])([CH3:32])[CH3:31])=[O:28])[CH2:21][CH:20]2[OH:34])=[CH:15][CH:14]=1)[C:2]1[CH:7]=[CH:6][CH:5]=[CH:4][CH:3]=1.[C:35]1([C:41]([C:49]2[CH:54]=[CH:53][CH:52]=[CH:51][CH:50]=2)([C:43]2[CH:48]=[CH:47][CH:46]=[CH:45][CH:44]=2)Cl)[CH:40]=[CH:39][CH:38]=[CH:37][CH:36]=1, predict the reaction product. The product is: [CH2:1]([O:8][CH2:9][CH2:10][CH2:11][O:12][C:13]1[CH:18]=[CH:17][C:16]([CH:19]2[CH:24]([CH2:25][O:26][C:41]([C:35]3[CH:40]=[CH:39][CH:38]=[CH:37][CH:36]=3)([C:49]3[CH:50]=[CH:51][CH:52]=[CH:53][CH:54]=3)[C:43]3[CH:44]=[CH:45][CH:46]=[CH:47][CH:48]=3)[CH2:23][N:22]([C:27]([O:29][C:30]([CH3:31])([CH3:33])[CH3:32])=[O:28])[CH2:21][CH:20]2[OH:34])=[CH:15][CH:14]=1)[C:2]1[CH:7]=[CH:6][CH:5]=[CH:4][CH:3]=1.